Predict the product of the given reaction. From a dataset of Forward reaction prediction with 1.9M reactions from USPTO patents (1976-2016). (1) Given the reactants FC(F)(F)C(O)=O.C[N:9]([CH:11]=[C:12]([N:18]1[CH:22]=[C:21]([C:23]#[N:24])[N:20]=[CH:19]1)[C:13]([O:15]CC)=O)C.[NH:25]([C:27]1[N:32]=[CH:31][N:30]=[C:29]([N:33]2[CH2:36][CH:35]([OH:37])[CH2:34]2)[CH:28]=1)N, predict the reaction product. The product is: [OH:37][CH:35]1[CH2:36][N:33]([C:29]2[N:30]=[CH:31][N:32]=[C:27]([N:25]3[C:13](=[O:15])[C:12]([N:18]4[CH:22]=[C:21]([C:23]#[N:24])[N:20]=[CH:19]4)=[CH:11][NH:9]3)[CH:28]=2)[CH2:34]1. (2) Given the reactants Cl.[C:2]([NH2:10])(=[NH:9])[C:3]1[CH:8]=[CH:7][CH:6]=[CH:5][CH:4]=1.C[O-].[Na+].[C:14]([CH:17]([CH:22]([CH2:27][CH2:28][CH3:29])[C:23]([O:25]C)=[O:24])[C:18](OC)=[O:19])(=O)[CH3:15], predict the reaction product. The product is: [CH3:15][C:14]1[N:9]=[C:2]([C:3]2[CH:8]=[CH:7][CH:6]=[CH:5][CH:4]=2)[NH:10][C:18](=[O:19])[C:17]=1[CH:22]([CH2:27][CH2:28][CH3:29])[C:23]([OH:25])=[O:24]. (3) Given the reactants [Cl:1][C:2]1[N:7]=[CH:6][C:5]([CH2:8][NH2:9])=[CH:4][CH:3]=1.ClC(Cl)(O[C:14](=[O:20])OC(Cl)(Cl)Cl)Cl.[N-:22]=[C:23]=O.[CH3:25][OH:26], predict the reaction product. The product is: [Cl:1][C:2]1[N:7]=[CH:6][C:5]([CH2:8][NH:9][C:25]([NH:7][C:2]2[C:23]3[NH:22][C:14](=[O:20])[NH:9][C:8]=3[CH:5]=[CH:4][CH:3]=2)=[O:26])=[CH:4][CH:3]=1.